Dataset: Full USPTO retrosynthesis dataset with 1.9M reactions from patents (1976-2016). Task: Predict the reactants needed to synthesize the given product. (1) Given the product [CH2:3]([N:10]1[CH:15]2[CH2:16][CH2:17][CH:11]1[C:12]([C:19]([O:21][CH3:22])=[O:20])=[CH:13][CH2:14]2)[C:4]1[CH:5]=[CH:6][CH:7]=[CH:8][CH:9]=1, predict the reactants needed to synthesize it. The reactants are: [BH4-].[Na+].[CH2:3]([N:10]1[CH:15]2[CH2:16][CH2:17][CH:11]1[CH:12]([C:19]([O:21][CH3:22])=[O:20])[C:13](=O)[CH2:14]2)[C:4]1[CH:9]=[CH:8][CH:7]=[CH:6][CH:5]=1.[Cl-].[NH4+].C(=O)([O-])O.[Na+].FC(F)(F)C(OC(=O)C(F)(F)F)=O. (2) Given the product [CH2:19]([N:3]1[C:4]2[C:9](=[CH:8][CH:7]=[CH:6][CH:5]=2)[N:10]=[C:11]([C:12]([O:14][CH2:15][CH3:16])=[O:13])[C:2]1=[O:1])[C:20]1[CH:25]=[CH:24][CH:23]=[CH:22][CH:21]=1, predict the reactants needed to synthesize it. The reactants are: [O:1]=[C:2]1[C:11]([C:12]([O:14][CH2:15][CH3:16])=[O:13])=[N:10][C:9]2[C:4](=[CH:5][CH:6]=[CH:7][CH:8]=2)[NH:3]1.[H-].[Na+].[CH2:19](Br)[C:20]1[CH:25]=[CH:24][CH:23]=[CH:22][CH:21]=1. (3) Given the product [C:10]1([C:11]2[CH:2]=[CH:3][CH:4]=[CH:25][CH:20]=2)[CH:9]=[CH:8][CH:7]=[CH:6][CH:5]=1, predict the reactants needed to synthesize it. The reactants are: Cl[C:2]1[C:3]([N+]([O-])=O)=[C:4]([N+]([O-])=O)[C:5]2[C:10]([CH:11]=1)=[CH:9][CH:8]=[CH:7][CH:6]=2.CO[C:20]1C=C(Cl)C(OC)=C[C:25]=1Cl.C(C1C(Cl)=C(C#N)C(Cl)=C(Cl)C=1Cl)#N.C1(C)C(O)=CC=CC=1.C1C(Cl)=C(N)C(Cl)=CC=1[N+]([O-])=O.ClC1C(Cl)=C(Cl)C(Cl)=C(Cl)C=1Cl.ClC1C(O)=C(Cl)C(Cl)=C(Cl)C=1Cl.C1([N+]([O-])=O)C(Cl)=C(Cl)C(Cl)=C(Cl)C=1Cl.ClC1C([O-])=C(Cl)C(Cl)=C(Cl)C=1Cl.[Na+].C1C(Cl)=C(Cl)C([N+]([O-])=O)=C(Cl)C=1Cl. (4) Given the product [CH2:15]([NH:22][C:10](=[O:12])[C:9]1[CH:13]=[CH:14][C:6]([Cl:5])=[N:7][CH:8]=1)[C:16]1[CH:21]=[CH:20][CH:19]=[CH:18][CH:17]=1, predict the reactants needed to synthesize it. The reactants are: S(Cl)(Cl)=O.[Cl:5][C:6]1[CH:14]=[CH:13][C:9]([C:10]([OH:12])=O)=[CH:8][N:7]=1.[CH2:15]([NH2:22])[C:16]1[CH:21]=[CH:20][CH:19]=[CH:18][CH:17]=1.C(=O)(O)[O-].[Na+]. (5) Given the product [OH:10][C:11]1[C:12]([CH3:32])=[C:13]([CH3:31])[C:14]([NH:18][C:19](=[O:30])[C:20]2[CH:25]=[CH:24][C:23]([C:26]([CH3:27])([CH3:28])[CH3:29])=[CH:22][CH:21]=2)=[N:15][C:16]=1[CH3:17], predict the reactants needed to synthesize it. The reactants are: CO.C([O:10][C:11]1[C:12]([CH3:32])=[C:13]([CH3:31])[C:14]([NH:18][C:19](=[O:30])[C:20]2[CH:25]=[CH:24][C:23]([C:26]([CH3:29])([CH3:28])[CH3:27])=[CH:22][CH:21]=2)=[N:15][C:16]=1[CH3:17])C1C=CC=CC=1. (6) The reactants are: [CH3:1][Si:2]([C:5]#[C:6][C@@H:7]1[N:11](C(OC)=O)[C@H:10]([C:16]([O:18][CH3:19])=[O:17])[CH2:9][CH2:8]1)([CH3:4])[CH3:3].I[Si](C)(C)C. Given the product [CH3:1][Si:2]([C:5]#[C:6][C@@H:7]1[NH:11][C@H:10]([C:16]([O:18][CH3:19])=[O:17])[CH2:9][CH2:8]1)([CH3:3])[CH3:4], predict the reactants needed to synthesize it. (7) Given the product [CH3:33][C:34]1[N:39]=[C:38]([NH:10]/[C:9](/[NH:8][C:6](=[O:7])[O:5][C:2]([CH3:1])([CH3:3])[CH3:4])=[N:18]/[C:19](=[O:25])[O:20][C:21]([CH3:22])([CH3:23])[CH3:24])[CH:37]=[CH:36][C:35]=1[S:41][CH3:42], predict the reactants needed to synthesize it. The reactants are: [CH3:1][C:2]([O:5][C:6]([NH:8][C:9]([NH:18][C:19](=[O:25])[O:20][C:21]([CH3:24])([CH3:23])[CH3:22])=[N:10]S(C(F)(F)F)(=O)=O)=[O:7])([CH3:4])[CH3:3].C(N(CC)CC)C.[CH3:33][C:34]1[N:39]=[C:38](N)[CH:37]=[CH:36][C:35]=1[S:41][CH3:42].CN(C)CCN. (8) Given the product [CH3:1][C:2]1[C:7]([CH2:8][CH2:9][C:10]([N:31]2[CH2:26][CH2:27][CH2:28][CH2:29][CH2:30]2)=[O:12])=[CH:6][N:5]=[C:4]([C:13]2[CH:18]=[CH:17][CH:16]=[CH:15][CH:14]=2)[N:3]=1, predict the reactants needed to synthesize it. The reactants are: [CH3:1][C:2]1[C:7]([CH:8]=[CH:9][C:10]([OH:12])=O)=[CH:6][N:5]=[C:4]([C:13]2[CH:18]=[CH:17][CH:16]=[CH:15][CH:14]=2)[N:3]=1.FC1C=CC=CC=1[C:26]1[N:31]=[CH:30][C:29](O)=[CH:28][CH:27]=1.